From a dataset of Full USPTO retrosynthesis dataset with 1.9M reactions from patents (1976-2016). Predict the reactants needed to synthesize the given product. (1) The reactants are: I[C:2]1[CH:3]=[C:4]([NH:8][C:9]2[C:17]([C:18]([OH:20])=[O:19])=[CH:16][CH:15]=[CH:14][C:10]=2[C:11]([OH:13])=[O:12])[CH:5]=[CH:6][CH:7]=1.[I:21]C1C=CC(N)=CC=1.[K+].[Br-].Cl.Cl.C(N(CC)CCNC(C1C(=O)C2C(=CC=C(I)C=2)NC=1)=O)C.[N+](C1C=CC2N=C(C(OCC)=O)NC=2C=1)([O-])=O. Given the product [I:21][C:7]1[CH:6]=[CH:5][C:4]([NH:8][C:9]2[C:17]([C:18]([OH:20])=[O:19])=[CH:16][CH:15]=[CH:14][C:10]=2[C:11]([OH:13])=[O:12])=[CH:3][CH:2]=1, predict the reactants needed to synthesize it. (2) Given the product [CH3:49][C:6]1([CH3:50])[C@@H:7]([C:8]([O:10][C@H:11]2[CH2:28][CH2:27][C@@:26]3([CH3:29])[C@@H:13]([CH2:14][CH2:15][C@:16]4([CH3:46])[C@@H:25]3[CH2:24][CH2:23][C@H:22]3[C@@:17]4([CH3:45])[CH2:18][CH2:19][C@@:20]4([C:37]([N:39]5[CH2:44][CH2:43][CH2:42][CH2:41][CH2:40]5)=[O:38])[CH2:33][CH2:32][C@@H:31]([C:34]([CH3:36])=[CH2:35])[C@@H:21]43)[C:12]2([CH3:48])[CH3:47])=[O:9])[C@H:5]1[CH2:4][C:3]([OH:51])=[O:2], predict the reactants needed to synthesize it. The reactants are: C[O:2][C:3](=[O:51])[CH2:4][C@@H:5]1[C@H:7]([C:8]([O:10][C@H:11]2[CH2:28][CH2:27][C@@:26]3([CH3:29])[C@@H:13]([CH2:14][CH2:15][C@:16]4([CH3:46])[C@@H:25]3[CH2:24][CH2:23][C@@:22]3(C)[C@@:17]4([CH3:45])[CH2:18][CH2:19][C@@:20]4([C:37]([N:39]5[CH2:44][CH2:43][CH2:42][CH2:41][CH2:40]5)=[O:38])[CH2:33][CH2:32][C@@H:31]([C:34]([CH3:36])=[CH2:35])[C@@H:21]43)[C:12]2([CH3:48])[CH3:47])=[O:9])[C:6]1([CH3:50])[CH3:49].O.[OH-].[Li+]. (3) Given the product [NH2:21][C:16]1[CH:17]=[N:18][CH:19]=[CH:20][C:15]=1[C@@H:13]1[CH2:12][C@H:11]([CH3:24])[C@@H:10]([O:25][CH2:26][CH2:27][C:28]([O:30][CH3:31])=[O:29])[C@H:9]([NH:8][C:6]([O:5][C:1]([CH3:2])([CH3:4])[CH3:3])=[O:7])[CH2:14]1, predict the reactants needed to synthesize it. The reactants are: [C:1]([O:5][C:6]([NH:8][C@@H:9]1[CH:14]=[C:13]([C:15]2[CH:20]=[CH:19][N:18]=[CH:17][C:16]=2[N+:21]([O-])=O)[CH2:12][C@H:11]([CH3:24])[C@H:10]1[O:25][CH2:26][CH2:27][C:28]([O:30][CH3:31])=[O:29])=[O:7])([CH3:4])([CH3:3])[CH3:2]. (4) Given the product [Cl:30][CH:8]([C:5]1[CH:6]=[CH:7][C:2]([Cl:1])=[CH:3][CH:4]=1)[C:9]1[CH:10]=[CH:11][C:12]2[NH:18][C:17](=[O:19])[CH2:16][N:15]=[C:14]([C:20]3[CH:25]=[CH:24][CH:23]=[CH:22][CH:21]=3)[C:13]=2[CH:26]=1, predict the reactants needed to synthesize it. The reactants are: [Cl:1][C:2]1[CH:7]=[CH:6][C:5]([CH:8](O)[C:9]2[CH:10]=[CH:11][C:12]3[NH:18][C:17](=[O:19])[CH2:16][N:15]=[C:14]([C:20]4[CH:25]=[CH:24][CH:23]=[CH:22][CH:21]=4)[C:13]=3[CH:26]=2)=[CH:4][CH:3]=1.S(Cl)([Cl:30])=O. (5) Given the product [Cl:10][C:6]1[CH:5]=[C:4]([N:1]2[CH:13]=[C:12]([CH2:11][OH:14])[N:3]=[N:2]2)[CH:9]=[CH:8][CH:7]=1, predict the reactants needed to synthesize it. The reactants are: [N:1]([C:4]1[CH:9]=[CH:8][CH:7]=[C:6]([Cl:10])[CH:5]=1)=[N+:2]=[N-:3].[CH2:11]([OH:14])[C:12]#[CH:13].O=C1O[C@H]([C@H](CO)O)C([O-])=C1O.[Na+]. (6) The reactants are: [NH2:1][C:2]1[CH:7]=[CH:6][N:5]=[CH:4][C:3]=1[CH3:8].[CH3:9][C:10]([O:13][C:14](O[C:14]([O:13][C:10]([CH3:12])([CH3:11])[CH3:9])=[O:15])=[O:15])([CH3:12])[CH3:11]. Given the product [C:10]([O:13][C:14](=[O:15])[NH:1][C:2]1[CH:7]=[CH:6][N:5]=[CH:4][C:3]=1[CH3:8])([CH3:12])([CH3:11])[CH3:9], predict the reactants needed to synthesize it.